From a dataset of Forward reaction prediction with 1.9M reactions from USPTO patents (1976-2016). Predict the product of the given reaction. Given the reactants [Cl:1][C:2]1[N:10]=[C:9]2[C:5]([N:6]=[C:7]([CH2:13][N:14]3[CH2:19]CN(C(C)(C)C(N)=O)CC3)[N:8]2[CH2:11][CH3:12])=[C:4]([N:26]2[CH2:31][CH2:30][O:29][CH2:28][CH2:27]2)[N:3]=1.N1C[CH2:36][CH:35]([N:38]2[CH2:43][CH2:42][S:41](=[O:45])(=[O:44])[CH2:40][CH2:39]2)[CH2:34][CH2:33]1, predict the reaction product. The product is: [Cl:1][C:2]1[N:10]=[C:9]2[C:5]([N:6]=[C:7]([CH2:13][N:14]3[CH2:19][CH2:36][CH:35]([N:38]4[CH2:39][CH2:40][S:41](=[O:45])(=[O:44])[CH2:42][CH2:43]4)[CH2:34][CH2:33]3)[N:8]2[CH2:11][CH3:12])=[C:4]([N:26]2[CH2:27][CH2:28][O:29][CH2:30][CH2:31]2)[N:3]=1.